Task: Predict the reaction yield, written as a fraction of the theoretical maximum amount of product (1.0 means a 100% yield; for example, 0.34 means a 34% yield).. Dataset: Reaction yield outcomes from USPTO patents with 853,638 reactions (1) The reactants are F[C:2]1[N:7]=[C:6]([C:8]2[C:16]3[C:11](=[CH:12][N:13]=[C:14]([C:17]4[CH:18]=[N:19][CH:20]=[CH:21][CH:22]=4)[CH:15]=3)[N:10](COCC[Si](C)(C)C)[N:9]=2)[CH:5]=[CH:4][CH:3]=1.[CH2:31]([NH2:35])[CH2:32][CH2:33][NH2:34]. No catalyst specified. The product is [N:19]1[CH:20]=[CH:21][CH:22]=[C:17]([C:14]2[CH:15]=[C:16]3[C:8]([C:6]4[N:7]=[C:2]([NH:34][CH2:33][CH2:32][CH2:31][NH2:35])[CH:3]=[CH:4][CH:5]=4)=[N:9][NH:10][C:11]3=[CH:12][N:13]=2)[CH:18]=1. The yield is 0.310. (2) The reactants are [CH3:1][NH:2][C:3]1[C:12]([NH2:13])=[C:11]2[C:6]([CH:7]=[CH:8][CH:9]=[N:10]2)=[CH:5][CH:4]=1.[OH:14][CH2:15][C:16](O)=O.C(=O)(O)[O-].[Na+]. No catalyst specified. The product is [CH3:1][N:2]1[C:3]2[CH:4]=[CH:5][C:6]3[CH:7]=[CH:8][CH:9]=[N:10][C:11]=3[C:12]=2[N:13]=[C:16]1[CH2:15][OH:14]. The yield is 0.830. (3) The reactants are [O:1]1[C:5]([C:6]2[CH:7]=[C:8]([CH:10]=[C:11]([C:13]3[O:17][CH:16]=[N:15][CH:14]=3)[CH:12]=2)[NH2:9])=[CH:4][N:3]=[CH:2]1.Cl[C:19]([O:21][C:22]1[CH:27]=[CH:26][CH:25]=[CH:24][CH:23]=1)=[O:20].N1C=CC=CC=1. The catalyst is ClCCl. The product is [O:1]1[C:5]([C:6]2[CH:7]=[C:8]([NH:9][C:19](=[O:20])[O:21][C:22]3[CH:27]=[CH:26][CH:25]=[CH:24][CH:23]=3)[CH:10]=[C:11]([C:13]3[O:17][CH:16]=[N:15][CH:14]=3)[CH:12]=2)=[CH:4][N:3]=[CH:2]1. The yield is 0.920. (4) The catalyst is CN(C=O)C.Cl[Pd](Cl)([P](C1C=CC=CC=1)(C1C=CC=CC=1)C1C=CC=CC=1)[P](C1C=CC=CC=1)(C1C=CC=CC=1)C1C=CC=CC=1.[Cu]I. The reactants are Br[C:2]1[CH:3]=[C:4]2[C:9](=[CH:10][CH:11]=1)[C:8](=[O:12])[NH:7][C:6](=[O:13])/[C:5]/2=[CH:14]\[NH:15][C:16]1[CH:21]=[CH:20][C:19]([N:22]2[CH2:27][CH2:26][N:25]([CH3:28])[CH2:24][CH2:23]2)=[CH:18][CH:17]=1.[C:29]1([C:35]#[CH:36])[CH:34]=[CH:33][CH:32]=[CH:31][CH:30]=1.C(N(CC)CC)C.[Al]. The yield is 0.543. The product is [CH3:28][N:25]1[CH2:24][CH2:23][N:22]([C:19]2[CH:18]=[CH:17][C:16]([NH:15]/[CH:14]=[C:5]3\[C:6](=[O:13])[NH:7][C:8](=[O:12])[C:9]4[C:4]\3=[CH:3][C:2]([C:36]#[C:35][C:29]3[CH:34]=[CH:33][CH:32]=[CH:31][CH:30]=3)=[CH:11][CH:10]=4)=[CH:21][CH:20]=2)[CH2:27][CH2:26]1. (5) The reactants are O[CH:2]=[C:3]1[C:11]2[C:6](=[CH:7][C:8]([C:12]([C:14]3[CH:15]=[C:16]([NH:20][C:21]([C:23]4[N:24]([CH2:29][CH3:30])[N:25]=[C:26]([CH3:28])[CH:27]=4)=[O:22])[CH:17]=[CH:18][CH:19]=3)=[O:13])=[CH:9][CH:10]=2)[NH:5][C:4]1=[O:31].[NH2:32][C:33]1[CH:34]=[CH:35][C:36]([CH3:40])=[C:37]([OH:39])[CH:38]=1. The catalyst is C1COCC1. The product is [OH:39][C:37]1[CH:38]=[C:33]([NH:32][CH:2]=[C:3]2[C:11]3[C:6](=[CH:7][C:8]([C:12]([C:14]4[CH:15]=[C:16]([NH:20][C:21]([C:23]5[N:24]([CH2:29][CH3:30])[N:25]=[C:26]([CH3:28])[CH:27]=5)=[O:22])[CH:17]=[CH:18][CH:19]=4)=[O:13])=[CH:9][CH:10]=3)[NH:5][C:4]2=[O:31])[CH:34]=[CH:35][C:36]=1[CH3:40]. The yield is 0.660. (6) The reactants are [NH2:1][C:2]1[CH:7]=[CH:6][C:5]([N:8]2[C:16]3[C:11](=[CH:12][CH:13]=[CH:14][CH:15]=3)[CH:10]=[C:9]2[C:17]([OH:19])=[O:18])=[CH:4][CH:3]=1.C(=O)(O)[O-].[Na+].[F:25][C:26]([F:39])([F:38])[O:27][C:28]1[CH:33]=[CH:32][C:31]([S:34](Cl)(=[O:36])=[O:35])=[CH:30][CH:29]=1. The catalyst is ClCCl. The product is [F:39][C:26]([F:25])([F:38])[O:27][C:28]1[CH:33]=[CH:32][C:31]([S:34]([NH:1][C:2]2[CH:3]=[CH:4][C:5]([N:8]3[C:16]4[C:11](=[CH:12][CH:13]=[CH:14][CH:15]=4)[CH:10]=[C:9]3[C:17]([OH:19])=[O:18])=[CH:6][CH:7]=2)(=[O:36])=[O:35])=[CH:30][CH:29]=1. The yield is 0.150. (7) The reactants are C[O:2][C:3](=[O:41])[CH2:4][C@H:5]1[C:9]2[CH:10]=[CH:11][C:12]([O:14][CH2:15][C:16]3[CH:17]=[C:18]([C:22]4[C:27]([CH3:28])=[CH:26][C:25]([O:29][CH2:30][C:31]5([OH:39])[CH2:36][CH2:35][S:34](=[O:38])(=[O:37])[CH2:33][CH2:32]5)=[CH:24][C:23]=4[CH3:40])[CH:19]=[CH:20][CH:21]=3)=[CH:13][C:8]=2[O:7][CH2:6]1.CO.[OH-].[Na+].Cl. The catalyst is O.O1CCCC1. The product is [OH:39][C:31]1([CH2:30][O:29][C:25]2[CH:26]=[C:27]([CH3:28])[C:22]([C:18]3[CH:19]=[CH:20][CH:21]=[C:16]([CH2:15][O:14][C:12]4[CH:11]=[CH:10][C:9]5[C@H:5]([CH2:4][C:3]([OH:41])=[O:2])[CH2:6][O:7][C:8]=5[CH:13]=4)[CH:17]=3)=[C:23]([CH3:40])[CH:24]=2)[CH2:32][CH2:33][S:34](=[O:37])(=[O:38])[CH2:35][CH2:36]1. The yield is 0.760.